From a dataset of Catalyst prediction with 721,799 reactions and 888 catalyst types from USPTO. Predict which catalyst facilitates the given reaction. (1) Reactant: [Si:1]([O:8][CH2:9][C:10]([C:13]1[S:14][CH:15]=[CH:16][N:17]=1)([OH:12])[CH3:11])([C:4]([CH3:7])([CH3:6])[CH3:5])([CH3:3])[CH3:2].[Br:18]N1C(=O)CCC1=O.O. Product: [Br:18][C:15]1[S:14][C:13]([C:10]([OH:12])([CH3:11])[CH2:9][O:8][Si:1]([C:4]([CH3:5])([CH3:6])[CH3:7])([CH3:2])[CH3:3])=[N:17][CH:16]=1. The catalyst class is: 3. (2) Reactant: [F:1][C:2]1[CH:7]=[CH:6][C:5]([N:8]2[C:12]3([CH2:17][CH2:16][NH:15][CH2:14][CH2:13]3)[C:11](=[O:18])[NH:10][CH2:9]2)=[CH:4][CH:3]=1.N1C=CC=CC=1.Cl[C:26]([O:28][CH2:29][C:30]1[CH:35]=[CH:34][CH:33]=[CH:32][CH:31]=1)=[O:27]. Product: [F:1][C:2]1[CH:7]=[CH:6][C:5]([N:8]2[C:12]3([CH2:13][CH2:14][N:15]([C:26]([O:28][CH2:29][C:30]4[CH:35]=[CH:34][CH:33]=[CH:32][CH:31]=4)=[O:27])[CH2:16][CH2:17]3)[C:11](=[O:18])[NH:10][CH2:9]2)=[CH:4][CH:3]=1. The catalyst class is: 4. (3) Reactant: CCN(C(C)C)C(C)C.[CH3:10][O:11][C:12]1[CH:13]=[CH:14][CH:15]=[C:16]2[C:21]=1[O:20][C:19](=[O:22])[C:18]([C:23]([OH:25])=O)=[CH:17]2.CN(C(ON1N=NC2C=CC=NC1=2)=[N+](C)C)C.F[P-](F)(F)(F)(F)F.[CH3:50][O:51][C:52]1[C:57]([C:58]2[CH:59]=[C:60]([NH2:64])[CH:61]=[CH:62][CH:63]=2)=[CH:56][CH:55]=[CH:54][N:53]=1. Product: [CH3:50][O:51][C:52]1[C:57]([C:58]2[CH:59]=[C:60]([NH:64][C:23]([C:18]3[C:19](=[O:22])[O:20][C:21]4[C:16]([CH:17]=3)=[CH:15][CH:14]=[CH:13][C:12]=4[O:11][CH3:10])=[O:25])[CH:61]=[CH:62][CH:63]=2)=[CH:56][CH:55]=[CH:54][N:53]=1. The catalyst class is: 3. (4) Reactant: [Cl:1][C:2]1[CH:7]=[C:6]([N:8]([CH2:17][O:18][CH2:19][CH2:20][Si:21]([CH3:24])([CH3:23])[CH3:22])[CH2:9][O:10][CH2:11][CH2:12][Si:13]([CH3:16])([CH3:15])[CH3:14])[N:5]2[N:25]=[CH:26][C:27](I)=[C:4]2[N:3]=1.[N:29]1[C:38]2[C:33](=[CH:34][CH:35]=[CH:36][CH:37]=2)[CH:32]=[CH:31][C:30]=1B(O)O.[O-]P([O-])([O-])=O.[K+].[K+].[K+].O. Product: [Cl:1][C:2]1[CH:7]=[C:6]([N:8]([CH2:17][O:18][CH2:19][CH2:20][Si:21]([CH3:24])([CH3:23])[CH3:22])[CH2:9][O:10][CH2:11][CH2:12][Si:13]([CH3:16])([CH3:15])[CH3:14])[N:5]2[N:25]=[CH:26][C:27]([C:31]3[CH:30]=[N:29][C:38]4[C:33]([CH:32]=3)=[CH:34][CH:35]=[CH:36][CH:37]=4)=[C:4]2[N:3]=1. The catalyst class is: 622. (5) Reactant: [CH3:1][C:2]1[CH:11]=[CH:10][C:5]([C:6]([O:8]C)=[O:7])=[CH:4][C:3]=1[NH:12][C:13]([C:15]1[S:23][C:18]2=[N:19][CH:20]=[CH:21][N:22]=[C:17]2[CH:16]=1)=[O:14].Cl. Product: [CH3:1][C:2]1[CH:11]=[CH:10][C:5]([C:6]([OH:8])=[O:7])=[CH:4][C:3]=1[NH:12][C:13]([C:15]1[S:23][C:18]2=[N:19][CH:20]=[CH:21][N:22]=[C:17]2[CH:16]=1)=[O:14]. The catalyst class is: 8. (6) Reactant: C([O:5][C@H:6]([C@H:8]1[CH2:12][O:11][C:10](=[O:13])[N:9]1[C:14]1[CH:19]=[CH:18][N:17]=[C:16]([NH:20][C@H:21]([C:23]2[S:27][C:26]([C:28]3[CH:33]=[CH:32][C:31]([Cl:34])=[CH:30][CH:29]=3)=[N:25][CH:24]=2)[CH3:22])[N:15]=1)[CH3:7])(C)(C)C.C(O)(C(F)(F)F)=O. Product: [Cl:34][C:31]1[CH:32]=[CH:33][C:28]([C:26]2[S:27][C:23]([C@@H:21]([NH:20][C:16]3[N:15]=[C:14]([N:9]4[C@@H:8]([C@@H:6]([OH:5])[CH3:7])[CH2:12][O:11][C:10]4=[O:13])[CH:19]=[CH:18][N:17]=3)[CH3:22])=[CH:24][N:25]=2)=[CH:29][CH:30]=1. The catalyst class is: 2.